From a dataset of Forward reaction prediction with 1.9M reactions from USPTO patents (1976-2016). Predict the product of the given reaction. (1) Given the reactants O1CCOCC1.Br[C:8]1[C:12]([CH3:14])([CH3:13])[O:11]/[C:10](=[C:15]2/[C:16](=[O:26])[NH:17][C:18]3[C:23]/2=[CH:22][C:21]([F:24])=[C:20]([F:25])[CH:19]=3)/[CH:9]=1.[CH3:27][O:28][C:29]([C:31]1[CH:36]=[CH:35][C:34](B(O)O)=[CH:33][CH:32]=1)=[O:30].C([O-])([O-])=O.[Na+].[Na+], predict the reaction product. The product is: [F:24][C:21]1[CH:22]=[C:23]2[C:18](=[CH:19][C:20]=1[F:25])[NH:17][C:16](=[O:26])/[C:15]/2=[C:10]1\[CH:9]=[C:8]([C:34]2[CH:35]=[CH:36][C:31]([C:29]([O:28][CH3:27])=[O:30])=[CH:32][CH:33]=2)[C:12]([CH3:14])([CH3:13])[O:11]\1. (2) Given the reactants [Cl:1][C:2]1[C:3]([CH3:12])=[CH:4][C:5]([F:11])=[C:6]([CH:10]=1)[C:7]([OH:9])=[O:8].C(OC(O[C:16]([CH3:19])([CH3:18])[CH3:17])=O)(O[C:16]([CH3:19])([CH3:18])[CH3:17])=O, predict the reaction product. The product is: [Cl:1][C:2]1[C:3]([CH3:12])=[CH:4][C:5]([F:11])=[C:6]([CH:10]=1)[C:7]([O:9][C:16]([CH3:19])([CH3:18])[CH3:17])=[O:8].